This data is from Catalyst prediction with 721,799 reactions and 888 catalyst types from USPTO. The task is: Predict which catalyst facilitates the given reaction. (1) Reactant: O[CH2:2][C:3]1[N:8]=[C:7]([NH:9][C:10](=[O:16])[O:11][C:12]([CH3:15])([CH3:14])[CH3:13])[CH:6]=[CH:5][CH:4]=1.N1C=CC=CC=1.O=S(Cl)[Cl:25]. Product: [Cl:25][CH2:2][C:3]1[N:8]=[C:7]([NH:9][C:10](=[O:16])[O:11][C:12]([CH3:15])([CH3:14])[CH3:13])[CH:6]=[CH:5][CH:4]=1. The catalyst class is: 2. (2) Reactant: [F:1][C:2]1[CH:7]=[CH:6][C:5]([C:8]([F:11])([F:10])[F:9])=[CH:4][C:3]=1[NH:12][C:13](=[O:36])[NH:14][C:15]1[CH:20]=[CH:19][C:18]([C:21]2[C:29]3[C:24](=[C:25]([N+:30]([O-])=O)[CH:26]=[CH:27][CH:28]=3)[NH:23][C:22]=2[C:33]([NH2:35])=[O:34])=[CH:17][CH:16]=1. Product: [NH2:30][C:25]1[CH:26]=[CH:27][CH:28]=[C:29]2[C:24]=1[NH:23][C:22]([C:33]([NH2:35])=[O:34])=[C:21]2[C:18]1[CH:17]=[CH:16][C:15]([NH:14][C:13]([NH:12][C:3]2[CH:4]=[C:5]([C:8]([F:11])([F:9])[F:10])[CH:6]=[CH:7][C:2]=2[F:1])=[O:36])=[CH:20][CH:19]=1. The catalyst class is: 19.